This data is from Forward reaction prediction with 1.9M reactions from USPTO patents (1976-2016). The task is: Predict the product of the given reaction. (1) Given the reactants C([O:8][C:9]1[C:14]([CH3:15])=[CH:13][C:12]([C:16]2[CH:25]=[C:24]3[C:19]([C:20]([O:30][CH:31]([CH3:33])[CH3:32])=[CH:21][C:22]([O:26][CH:27]([CH3:29])[CH3:28])=[N:23]3)=[C:18](N)[N:17]=2)=[CH:11][C:10]=1[CH3:35])C1C=CC=CC=1.[H][H].C[OH:39], predict the reaction product. The product is: [OH:8][C:9]1[C:14]([CH3:15])=[CH:13][C:12]([C:16]2[NH:17][C:18](=[O:39])[C:19]3[C:20]([O:30][CH:31]([CH3:33])[CH3:32])=[CH:21][C:22]([O:26][CH:27]([CH3:28])[CH3:29])=[N:23][C:24]=3[CH:25]=2)=[CH:11][C:10]=1[CH3:35]. (2) Given the reactants [NH2:1][C:2]1[C:3]([C:14]([O:16][CH2:17][CH3:18])=[O:15])=[N:4][O:5][C:6]=1[C:7]1[CH:12]=[CH:11][CH:10]=[C:9](Br)[CH:8]=1.[F-].[Cs+].P(C(C)(C)C)(C(C)(C)C)C(C)(C)C.C([Sn](CCCC)(CCCC)[CH2:39][CH2:40][CH2:41][OH:42])CCC, predict the reaction product. The product is: [NH2:1][C:2]1[C:3]([C:14]([O:16][CH2:17][CH3:18])=[O:15])=[N:4][O:5][C:6]=1[C:7]1[CH:12]=[CH:11][CH:10]=[C:9](/[CH:39]=[CH:40]/[CH2:41][OH:42])[CH:8]=1. (3) The product is: [Br:39][C:40]1[CH:41]=[C:42]([C:43](=[O:44])[C:8]([C:7]2[CH:28]=[CH:29][C:4]([O:3][CH3:2])=[C:5]([C:30]([F:31])([F:32])[F:33])[CH:6]=2)=[O:50])[CH:46]=[CH:47][CH:48]=1. Given the reactants [Br-].[CH3:2][O:3][C:4]1[CH:29]=[CH:28][C:7]([CH2:8][P+](C2C=CC=CC=2)(C2C=CC=CC=2)C2C=CC=CC=2)=[CH:6][C:5]=1[C:30]([F:33])([F:32])[F:31].C([Li])CCC.[Br:39][C:40]1[CH:41]=[C:42]([CH:46]=[CH:47][CH:48]=1)[C:43](Cl)=[O:44].S([O-])([O-])(=O)=[O:50].[Mg+2].[Mn]([O-])(=O)(=O)=O.[K+], predict the reaction product. (4) The product is: [NH2:1][C:2]([C:4]1[CH:5]=[N:6][C:7]2[C:12]([C:13]=1[NH:14][C:15]1[CH:16]=[C:17]([CH:23]=[CH:24][CH:25]=1)[C:18]([O:20][CH2:21][CH3:22])=[O:19])=[CH:11][CH:10]=[C:9]([C:34]1[C:29]([O:28][CH3:27])=[N:30][C:31]([O:38][CH3:39])=[CH:32][CH:33]=1)[CH:8]=2)=[O:3]. Given the reactants [NH2:1][C:2]([C:4]1[CH:5]=[N:6][C:7]2[C:12]([C:13]=1[NH:14][C:15]1[CH:16]=[C:17]([CH:23]=[CH:24][CH:25]=1)[C:18]([O:20][CH2:21][CH3:22])=[O:19])=[CH:11][CH:10]=[C:9](Br)[CH:8]=2)=[O:3].[CH3:27][O:28][C:29]1[C:34](B(O)O)=[CH:33][CH:32]=[C:31]([O:38][CH3:39])[N:30]=1.C(=O)([O-])[O-].[K+].[K+], predict the reaction product.